From a dataset of Reaction yield outcomes from USPTO patents with 853,638 reactions. Predict the reaction yield, written as a fraction of the theoretical maximum amount of product (1.0 means a 100% yield; for example, 0.34 means a 34% yield). (1) The reactants are [Cl:1][C:2]1[CH:7]=[CH:6][CH:5]=[CH:4][C:3]=1[CH2:8][C:9](N(OC)C)=[O:10].[C:15]1([Mg]Br)[CH:20]=[CH:19][CH:18]=[CH:17][CH:16]=1.CCOC(C)=O. The catalyst is C1COCC1. The product is [Cl:1][C:2]1[CH:7]=[CH:6][CH:5]=[CH:4][C:3]=1[CH2:8][C:9]([C:15]1[CH:20]=[CH:19][CH:18]=[CH:17][CH:16]=1)=[O:10]. The yield is 0.148. (2) The yield is 0.850. The product is [Br:1][C:2]1[CH:7]=[CH:6][C:5]([CH:8]2[CH2:9][C:10](=[O:12])[CH2:11]2)=[C:4]([O:15][CH3:16])[CH:3]=1. The reactants are [Br:1][C:2]1[CH:7]=[CH:6][C:5]([CH:8]2[CH2:11][C:10](=[O:12])[C:9]2(Cl)Cl)=[C:4]([O:15][CH3:16])[CH:3]=1.[Cl-].[NH4+]. The catalyst is [Zn]. (3) The reactants are [CH:1]1([C:4]([CH:6](Br)[C:7]2[CH:12]=[CH:11][CH:10]=[CH:9][C:8]=2[F:13])=[O:5])[CH2:3][CH2:2]1.C1(C)C=CC(S(O)(=O)=O)=CC=1.[O:26]=[C:27]1[S:35][C:34]2[CH2:33][CH2:32][NH:31][CH2:30][C:29]=2[CH2:28]1.C(=O)(O)[O-].[Na+].[Br-].[Na+]. The catalyst is [Br-].C([N+](CCCC)(CCCC)CCCC)CCC.O.C(OCC)(=O)C.CN(C=O)C. The product is [CH:1]1([C:4]([CH:6]([N:31]2[CH2:32][CH2:33][C:34]3[S:35][C:27](=[O:26])[CH2:28][C:29]=3[CH2:30]2)[C:7]2[CH:12]=[CH:11][CH:10]=[CH:9][C:8]=2[F:13])=[O:5])[CH2:3][CH2:2]1. The yield is 0.945. (4) The reactants are OS(O)(=O)=O.[C:6]1([CH:12]2[CH2:17][CH2:16][C:15](=[O:18])[CH2:14][CH2:13]2)[CH:11]=[CH:10][CH:9]=[CH:8][CH:7]=1.[N+:19]([O-])([OH:21])=[O:20]. No catalyst specified. The product is [N+:19]([C:9]1[CH:10]=[CH:11][C:6]([CH:12]2[CH2:17][CH2:16][C:15](=[O:18])[CH2:14][CH2:13]2)=[CH:7][CH:8]=1)([O-:21])=[O:20]. The yield is 0.100.